Dataset: CYP3A4 inhibition data for predicting drug metabolism from PubChem BioAssay. Task: Regression/Classification. Given a drug SMILES string, predict its absorption, distribution, metabolism, or excretion properties. Task type varies by dataset: regression for continuous measurements (e.g., permeability, clearance, half-life) or binary classification for categorical outcomes (e.g., BBB penetration, CYP inhibition). Dataset: cyp3a4_veith. (1) The drug is O=C(COc1ccc(OCc2ccccc2)cc1)NC1CCOC1=O. The result is 0 (non-inhibitor). (2) The drug is C1CCN(c2nc3nonc3nc2N2CCCC2)C1. The result is 0 (non-inhibitor). (3) The compound is COc1ccc(C(=O)Nc2ccc(C(=O)OCC(=O)c3ccccc3)cc2)cc1. The result is 0 (non-inhibitor). (4) The molecule is CCOC(=O)CCN1C(=O)[C@H]2CC[C@H]3/C(=N\NC(=O)OCc4ccccc4)C[C@@H](O)[C@@H](O)[C@@H]3[C@@H]2C1=O. The result is 0 (non-inhibitor). (5) The result is 1 (inhibitor). The compound is CN(CC(=O)Nc1cccc2c1CCCC2)S(=O)(=O)c1ccc(Br)cc1.